Dataset: Forward reaction prediction with 1.9M reactions from USPTO patents (1976-2016). Task: Predict the product of the given reaction. (1) Given the reactants [Cl:1][C:2]1[CH:7]=[CH:6][C:5]([C:8]2[CH:13]=[C:12]([CH:14]3[CH2:16][CH2:15]3)[N:11]3[N:17]=[CH:18][CH:19]=[C:10]3[N:9]=2)=[CH:4][CH:3]=1.[I:20]N1C(=O)CCC1=O, predict the reaction product. The product is: [Cl:1][C:2]1[CH:7]=[CH:6][C:5]([C:8]2[CH:13]=[C:12]([CH:14]3[CH2:16][CH2:15]3)[N:11]3[N:17]=[CH:18][C:19]([I:20])=[C:10]3[N:9]=2)=[CH:4][CH:3]=1. (2) The product is: [O:32]1[CH2:37][CH2:36][CH:35]([O:20][N:21]2[C:29](=[O:30])[C:28]3[C:23](=[CH:24][CH:25]=[CH:26][CH:27]=3)[C:22]2=[O:31])[CH2:34][CH2:33]1. Given the reactants C1(P(C2C=CC=CC=2)C2C=CC=CC=2)C=CC=CC=1.[OH:20][N:21]1[C:29](=[O:30])[C:28]2[C:23](=[CH:24][CH:25]=[CH:26][CH:27]=2)[C:22]1=[O:31].[O:32]1[CH2:37][CH2:36][CH:35](O)[CH2:34][CH2:33]1.N(C(OCC)=O)=NC(OCC)=O, predict the reaction product. (3) Given the reactants [Cl:1][C:2]1[C:3]([C:10]2[CH:15]=[C:14]([O:16][CH3:17])[CH:13]=[CH:12][C:11]=2[F:18])=[N:4][CH:5]=[C:6]([CH2:8]Cl)[N:7]=1.[CH:19]1([C@@H:22]([C:29]2[CH:34]=[CH:33][CH:32]=[C:31]([OH:35])[CH:30]=2)[CH2:23][C:24]([O:26][CH2:27][CH3:28])=[O:25])[CH2:21][CH2:20]1.C([O-])([O-])=O.[Cs+].[Cs+], predict the reaction product. The product is: [Cl:1][C:2]1[N:7]=[C:6]([CH2:8][O:35][C:31]2[CH:30]=[C:29]([C@H:22]([CH:19]3[CH2:20][CH2:21]3)[CH2:23][C:24]([O:26][CH2:27][CH3:28])=[O:25])[CH:34]=[CH:33][CH:32]=2)[CH:5]=[N:4][C:3]=1[C:10]1[CH:15]=[C:14]([O:16][CH3:17])[CH:13]=[CH:12][C:11]=1[F:18]. (4) Given the reactants [C:1]1(=[O:12])[C:10]2[C:5](=[CH:6][CH:7]=[CH:8][CH:9]=2)[C:4](=[O:11])[CH:3]=[CH:2]1.[NH:13]([C:19]([O:21][C:22]([CH3:25])([CH3:24])[CH3:23])=[O:20])[CH2:14][CH2:15]C(O)=O.O, predict the reaction product. The product is: [C:22]([O:21][C:19]([NH:13][CH2:14][CH2:15][C:2]1[C:1](=[O:12])[C:10]2[C:5](=[CH:6][CH:7]=[CH:8][CH:9]=2)[C:4](=[O:11])[CH:3]=1)=[O:20])([CH3:25])([CH3:24])[CH3:23]. (5) Given the reactants [N+:1]([C:4]1[CH:5]=[C:6]([CH:8]=[CH:9][CH:10]=1)[NH2:7])([O-:3])=[O:2].[C:11](O)(=[O:18])[C:12]1[CH:17]=[CH:16][N:15]=[CH:14][CH:13]=1, predict the reaction product. The product is: [N+:1]([C:4]1[CH:5]=[C:6]([NH:7][C:11](=[O:18])[C:12]2[CH:17]=[CH:16][N:15]=[CH:14][CH:13]=2)[CH:8]=[CH:9][CH:10]=1)([O-:3])=[O:2]. (6) Given the reactants C(OC(N(C)[C@@H](C)C(N[C@@H](C(C)(C)C)C(N1[C@H](C(=O)N[C@H]2C3C(=CC=CC=3)CCC2)CC2C(=CC(C(O)=O)=CC=2)C1)=O)=O)=O)(C)(C)C.[C:48]([O:52][C:53]([N:55]1[C@H:64]([C:65](=[O:77])[NH:66][C@H:67]2[C:76]3[C:71](=[CH:72][CH:73]=[CH:74][CH:75]=3)[CH2:70][CH2:69][CH2:68]2)[CH2:63][C:62]2[C:57](=[CH:58][C:59]([O:78][C@@H:79]3[CH2:83][N:82]([C:84]([O:86][C:87]([CH3:90])([CH3:89])[CH3:88])=[O:85])[C@H:81]([C:91]([O:93]C)=[O:92])[CH2:80]3)=[CH:60][CH:61]=2)[CH2:56]1)=[O:54])([CH3:51])([CH3:50])[CH3:49], predict the reaction product. The product is: [C:87]([O:86][C:84]([N:82]1[CH2:83][C@@H:79]([O:78][C:59]2[CH:58]=[C:57]3[C:62]([CH2:63][C@@H:64]([C:65](=[O:77])[NH:66][C@H:67]4[C:76]5[C:71](=[CH:72][CH:73]=[CH:74][CH:75]=5)[CH2:70][CH2:69][CH2:68]4)[N:55]([C:53]([O:52][C:48]([CH3:51])([CH3:50])[CH3:49])=[O:54])[CH2:56]3)=[CH:61][CH:60]=2)[CH2:80][C@H:81]1[C:91]([OH:93])=[O:92])=[O:85])([CH3:88])([CH3:89])[CH3:90].